From a dataset of Forward reaction prediction with 1.9M reactions from USPTO patents (1976-2016). Predict the product of the given reaction. (1) Given the reactants [CH3:1][O:2][C:3]1[C:4]([CH:9]=O)=[N:5][CH:6]=[CH:7][N:8]=1.Cl.[F:12][C:13]1[CH:18]=[CH:17][CH:16]=[CH:15][C:14]=1[C:19](=[O:27])[CH2:20][CH:21]1[CH2:26][CH2:25][NH:24][CH2:23][CH2:22]1.C(O[BH-](OC(=O)C)OC(=O)C)(=O)C.[Na+].C(=O)([O-])[O-].[Na+].[Na+], predict the reaction product. The product is: [CH3:1][O:2][C:3]1[C:4]([CH2:9][N:24]2[CH2:25][CH2:26][CH:21]([CH2:20][C:19]([C:14]3[CH:15]=[CH:16][CH:17]=[CH:18][C:13]=3[F:12])=[O:27])[CH2:22][CH2:23]2)=[N:5][CH:6]=[CH:7][N:8]=1. (2) Given the reactants [CH3:1][O:2][C:3]1[CH:8]=[CH:7][CH:6]=[CH:5][C:4]=1[C:9]1[CH:10]=[C:11]2[C:16](=[CH:17][CH:18]=1)[NH:15][C:14]([CH3:20])([CH3:19])[CH:13]=[C:12]2[CH3:21].[Br:22]N1C(=O)CCC1=O, predict the reaction product. The product is: [Br:22][CH2:21][C:12]1[C:11]2[C:16](=[CH:17][CH:18]=[C:9]([C:4]3[CH:5]=[CH:6][CH:7]=[CH:8][C:3]=3[O:2][CH3:1])[CH:10]=2)[NH:15][C:14]([CH3:20])([CH3:19])[CH:13]=1. (3) Given the reactants [CH3:1][N:2]1[C:6]([C:7](=[N:14][O:15][CH2:16][C:17]2[N:18]=[C:19]([NH2:22])[S:20][CH:21]=2)[C:8]2[CH:13]=[CH:12][CH:11]=[CH:10][CH:9]=2)=[N:5][N:4]=[N:3]1.[O:23]1[C:32]2[C:27](=[CH:28][CH:29]=[CH:30][CH:31]=2)[CH2:26][CH2:25][CH:24]1[C:33](O)=[O:34].N1(O)C2C=CC=CC=2N=N1.C1(N=C=NC2CCCCC2)CCCCC1, predict the reaction product. The product is: [CH3:1][N:2]1[C:6]([C:7](=[N:14][O:15][CH2:16][C:17]2[N:18]=[C:19]([NH:22][C:33]([CH:24]3[CH2:25][CH2:26][C:27]4[C:32](=[CH:31][CH:30]=[CH:29][CH:28]=4)[O:23]3)=[O:34])[S:20][CH:21]=2)[C:8]2[CH:13]=[CH:12][CH:11]=[CH:10][CH:9]=2)=[N:5][N:4]=[N:3]1.